This data is from Full USPTO retrosynthesis dataset with 1.9M reactions from patents (1976-2016). The task is: Predict the reactants needed to synthesize the given product. (1) Given the product [Br:1][C:2]1[CH:3]=[C:4]([C@H:9]([CH2:15][CH2:16][CH3:17])[CH2:10][C:11]([O:13][CH3:14])=[O:12])[CH:5]=[CH:6][C:7]=1[O:8][CH2:24][C:25]1[CH:30]=[CH:29][CH:28]=[CH:27][CH:26]=1, predict the reactants needed to synthesize it. The reactants are: [Br:1][C:2]1[CH:3]=[C:4]([C@H:9]([CH2:15][CH2:16][CH3:17])[CH2:10][C:11]([O:13][CH3:14])=[O:12])[CH:5]=[CH:6][C:7]=1[OH:8].C(=O)([O-])[O-].[Cs+].[Cs+].[CH2:24](Br)[C:25]1[CH:30]=[CH:29][CH:28]=[CH:27][CH:26]=1. (2) Given the product [OH:32][C:4]1[CH:3]=[C:12]2[C:7]([C:8]([CH3:31])=[C:9]([C:14]3[CH:15]=[CH:16][C:17]([C:18]([NH:20][CH2:21][CH2:22][N:23]4[CH2:24][CH2:25][O:26][CH2:27][CH2:28]4)=[O:19])=[CH:29][CH:30]=3)[C:10](=[O:13])[O:11]2)=[CH:6][CH:5]=1, predict the reactants needed to synthesize it. The reactants are: C([C:3]1[C:4]([OH:32])=[CH:5][CH:6]=[C:7]2[C:12]=1[O:11][C:10](=[O:13])[C:9]([C:14]1[CH:30]=[CH:29][C:17]([C:18]([NH:20][CH2:21][CH2:22][N:23]3[CH2:28][CH2:27][O:26][CH2:25][CH2:24]3)=[O:19])=[CH:16][CH:15]=1)=[C:8]2[CH3:31])=O.OC1C=CC2N=C(C3C=CC(C(N4CCN(C)CC4)=O)=CC=3)C=CC=2C=1C=O. (3) The reactants are: Br[C:2]1[CH:7]=[CH:6][C:5]([N:8]2[CH:12]([C:13]3[CH:18]=[CH:17][CH:16]=[CH:15][C:14]=3[Cl:19])[CH2:11][C:10]([C:20]([C:26]([F:29])([F:28])[F:27])([C:22]([F:25])([F:24])[F:23])[OH:21])=[N:9]2)=[CH:4][CH:3]=1.C([CH:34]1[CH:39]=[C:38](B2OC(C)(C)C(C)(C)O2)[CH2:37][CH2:36][N:35]1[C:49]([OH:51])=[O:50])(C)(C)C.C(=O)([O-])[O-].[K+].[K+]. Given the product [Cl:19][C:14]1[CH:15]=[CH:16][CH:17]=[CH:18][C:13]=1[CH:12]1[N:8]([C:5]2[CH:4]=[CH:3][C:2]([C:38]3[CH2:37][CH2:36][N:35]([C:49]([O:51][C:13]([CH3:18])([CH3:14])[CH3:12])=[O:50])[CH2:34][CH:39]=3)=[CH:7][CH:6]=2)[N:9]=[C:10]([C:20]([C:26]([F:28])([F:27])[F:29])([C:22]([F:23])([F:24])[F:25])[OH:21])[CH2:11]1, predict the reactants needed to synthesize it.